This data is from Full USPTO retrosynthesis dataset with 1.9M reactions from patents (1976-2016). The task is: Predict the reactants needed to synthesize the given product. (1) Given the product [C:9](=[O:10])([O:11][C:12]1[CH:17]=[CH:16][CH:15]=[CH:14][CH:13]=1)[O:7][C:1]1[CH:6]=[CH:5][CH:4]=[CH:3][CH:2]=1, predict the reactants needed to synthesize it. The reactants are: [C:1]1([OH:7])[CH:6]=[CH:5][CH:4]=[CH:3][CH:2]=1.Cl[C:9]([O:11][C:12]1[CH:17]=[CH:16][CH:15]=[CH:14][CH:13]=1)=[O:10]. (2) Given the product [F:32][C:33]([F:46])([F:45])[S:34]([O:15][C:9]1[C:6]2[C:7](=[O:8])[N:2]([CH3:1])[C:3](=[O:24])[N:4]([C:16]3[CH:21]=[CH:20][C:19]([I:22])=[CH:18][C:17]=3[F:23])[C:5]=2[N:12]([CH3:13])[C:11](=[O:14])[CH:10]=1)(=[O:36])=[O:35], predict the reactants needed to synthesize it. The reactants are: [CH3:1][N:2]1[C:7](=[O:8])[C:6]2[C:9]([OH:15])=[CH:10][C:11](=[O:14])[N:12]([CH3:13])[C:5]=2[N:4]([C:16]2[CH:21]=[CH:20][C:19]([I:22])=[CH:18][C:17]=2[F:23])[C:3]1=[O:24].C(N(CC)CC)C.[F:32][C:33]([F:46])([F:45])[S:34](O[S:34]([C:33]([F:46])([F:45])[F:32])(=[O:36])=[O:35])(=[O:36])=[O:35]. (3) Given the product [Br:1][C:2]1[CH:12]=[CH:7][C:8]([CH2:9][CH2:10][CH3:11])=[CH:4][CH:3]=1, predict the reactants needed to synthesize it. The reactants are: [Br:1][CH2:2][CH2:3][CH3:4].[Mg].I[C:7]1[CH:12]=[CH:11][C:10](Br)=[CH:9][CH:8]=1. (4) Given the product [Br:1][C:2]1[CH:6]=[C:5]([CH3:7])[N:4]([C:11]2[CH:16]=[CH:15][N:14]=[C:13]([C:17]([F:20])([F:19])[F:18])[CH:12]=2)[N:3]=1, predict the reactants needed to synthesize it. The reactants are: [Br:1][C:2]1[CH:6]=[C:5]([CH3:7])[NH:4][N:3]=1.[H-].[Na+].F[C:11]1[CH:16]=[CH:15][N:14]=[C:13]([C:17]([F:20])([F:19])[F:18])[CH:12]=1. (5) The reactants are: [C:1]([N:8]1[CH:12]=[CH:11]N=C1)(N1C=CN=C1)=[O:2].CC#N.O.F[C:18](F)(F)[C:19]([OH:21])=O.[O:24]1[CH2:28]C[CH2:26][CH2:25]1. Given the product [CH3:28][O:24][C:25]1[CH:26]=[CH:18][C:19]2[O:21][C:1](=[O:2])[NH:8][C:12]=2[CH:11]=1, predict the reactants needed to synthesize it. (6) Given the product [Cl:50][C:4]1[CH:5]=[CH:6][C:1]([N:7]2[C:36](=[O:38])[C:25]3[S:26][CH:27]=[C:28]([C:29]4[CH:34]=[CH:33][CH:32]=[CH:31][C:30]=4[F:35])[C:24]=3[N:23]=[CH:12]2)=[CH:2][CH:3]=1, predict the reactants needed to synthesize it. The reactants are: [C:1]1([N:7]2[C:12](=O)C3SC=C(C4C=CC=CC=4)C=3N=C2)[CH:6]=[CH:5][CH:4]=[CH:3][CH:2]=1.[NH2:23][C:24]1[C:28]([C:29]2[CH:34]=[CH:33][CH:32]=[CH:31][C:30]=2[F:35])=[CH:27][S:26][C:25]=1[C:36]([O:38]C)=O.C(OCC)(OCC)OCC.[Cl:50]C1C=CC(N)=CC=1. (7) Given the product [Cl:33][C:32]1[CH:31]=[C:30]2[C:26]([C:27]([C:34]([O:36][CH3:37])=[O:35])=[CH:28][NH:29]2)=[CH:25][C:24]=1[C:9]1[CH:10]=[CH:11][C:12]([C:15]2[CH:20]=[CH:19][CH:18]=[CH:17][C:16]=2[OH:21])=[CH:13][CH:14]=1, predict the reactants needed to synthesize it. The reactants are: CC1(C)C(C)(C)OB([C:9]2[CH:14]=[CH:13][C:12]([C:15]3[C:16]([OH:21])=[CH:17][CH:18]=[CH:19][CH:20]=3)=[CH:11][CH:10]=2)O1.Br[C:24]1[CH:25]=[C:26]2[C:30](=[CH:31][C:32]=1[Cl:33])[NH:29][CH:28]=[C:27]2[C:34]([O:36][CH3:37])=[O:35].C(=O)([O-])[O-].[K+].[K+].S([O-])(O)(=O)=O.[Na+]. (8) Given the product [Cl:11][C:12]1[N:13]=[N:14][C:15]([O:10][CH2:9][C:4]2[CH:5]=[CH:6][CH:7]=[CH:8][N:3]=2)=[CH:16][CH:17]=1, predict the reactants needed to synthesize it. The reactants are: [H-].[Na+].[N:3]1[CH:8]=[CH:7][CH:6]=[CH:5][C:4]=1[CH2:9][OH:10].[Cl:11][C:12]1[N:13]=[N:14][C:15](Cl)=[CH:16][CH:17]=1. (9) Given the product [CH3:1][O:2][C:3]1[CH:11]=[CH:10][C:6]([C:7]([NH2:13])=[O:8])=[C:5]([CH3:12])[CH:4]=1, predict the reactants needed to synthesize it. The reactants are: [CH3:1][O:2][C:3]1[CH:11]=[CH:10][C:6]([C:7](O)=[O:8])=[C:5]([CH3:12])[CH:4]=1.[N:13](C1C=C(C=CC=1OC(F)(F)F)C(N)=O)=C=S.